Dataset: Forward reaction prediction with 1.9M reactions from USPTO patents (1976-2016). Task: Predict the product of the given reaction. Given the reactants [O:1]=[C:2]1[C:10]2[C:5](=[CH:6][CH:7]=[CH:8][CH:9]=2)[C:4](=[O:11])[N:3]1[CH2:12][CH2:13][CH2:14][N:15]1[CH:19]=[C:18]([CH:20]=O)[N:17]=[N:16]1.[CH3:22][N:23](CC#C)[CH:24]1[C:33]2[N:32]=[CH:31][CH:30]=[CH:29][C:28]=2[CH2:27][CH2:26][CH2:25]1.C(O[BH-](OC(=O)C)OC(=O)C)(=O)C.[Na+].C(=O)(O)[O-].[Na+], predict the reaction product. The product is: [CH3:22][N:23]([CH2:20][C:18]1[N:17]=[N:16][N:15]([CH2:14][CH2:13][CH2:12][N:3]2[C:4](=[O:11])[C:5]3[C:10](=[CH:9][CH:8]=[CH:7][CH:6]=3)[C:2]2=[O:1])[CH:19]=1)[CH:24]1[C:33]2[N:32]=[CH:31][CH:30]=[CH:29][C:28]=2[CH2:27][CH2:26][CH2:25]1.